From a dataset of Full USPTO retrosynthesis dataset with 1.9M reactions from patents (1976-2016). Predict the reactants needed to synthesize the given product. (1) Given the product [Cl:20][C:21]1[N:2]=[C:1]([C:3]([C:4]2[CH:5]=[C:6]([CH:9]=[CH:10][CH:11]=2)[C:7]#[N:8])=[O:32])[CH:24]=[CH:23][N:22]=1, predict the reactants needed to synthesize it. The reactants are: [C:1]([CH:3](N1CCOCC1)[C:4]1[CH:5]=[C:6]([CH:9]=[CH:10][CH:11]=1)[C:7]#[N:8])#[N:2].[H-].[Na+].[Cl:20][C:21]1N=C(Cl)[CH:24]=[CH:23][N:22]=1.CN(C=[O:32])C. (2) Given the product [Cl:1][C:2]1[N:7]=[C:6]([NH:19][C@H:20]([C:23]2[CH:28]=[CH:27][C:26]([F:29])=[CH:25][CH:24]=2)[CH2:21][OH:22])[C:5]([N+:9]([O-:11])=[O:10])=[CH:4][N:3]=1, predict the reactants needed to synthesize it. The reactants are: [Cl:1][C:2]1[N:7]=[C:6](Cl)[C:5]([N+:9]([O-:11])=[O:10])=[CH:4][N:3]=1.C(N(CC)CC)C.[NH2:19][C@H:20]([C:23]1[CH:28]=[CH:27][C:26]([F:29])=[CH:25][CH:24]=1)[CH2:21][OH:22]. (3) Given the product [O:40]=[C:35]1[CH2:36][CH2:37][CH2:38][CH2:39][N:34]1[C:31]1[CH:30]=[CH:29][C:28]([NH:27][C:21](=[O:23])[CH:20]([O:19][C:16]2[CH:17]=[C:18]3[C:13]([CH:12]=[CH:11][N:10]=[CH:9]3)=[CH:14][CH:15]=2)[CH2:24][CH2:25][CH3:26])=[CH:33][CH:32]=1, predict the reactants needed to synthesize it. The reactants are: CN1CCOCC1.[Na+].[CH:9]1[C:18]2[C:13](=[CH:14][CH:15]=[C:16]([O:19][CH:20]([CH2:24][CH2:25][CH3:26])[C:21]([O-:23])=O)[CH:17]=2)[CH:12]=[CH:11][N:10]=1.[NH2:27][C:28]1[CH:33]=[CH:32][C:31]([N:34]2[CH2:39][CH2:38][CH2:37][CH2:36][C:35]2=[O:40])=[CH:30][CH:29]=1.Cl.CN(C)CCCN=C=NCC.ON1C2C=CC=CC=2N=N1. (4) Given the product [F:22][C:20]([F:23])([F:21])[C:15]([C:11]1[CH:10]=[C:9]([I:26])[C:8]([NH:7][C:5](=[O:6])[C:4]2[CH:27]=[CH:28][CH:29]=[C:2]([NH:1][C:36]([C:37]3[CH:42]=[CH:41][CH:40]=[CH:39][CH:38]=3)=[O:43])[CH:3]=2)=[C:13]([I:14])[CH:12]=1)([O:24][CH3:25])[C:16]([F:17])([F:18])[F:19], predict the reactants needed to synthesize it. The reactants are: [NH2:1][C:2]1[CH:3]=[C:4]([CH:27]=[CH:28][CH:29]=1)[C:5]([NH:7][C:8]1[C:13]([I:14])=[CH:12][C:11]([C:15]([O:24][CH3:25])([C:20]([F:23])([F:22])[F:21])[C:16]([F:19])([F:18])[F:17])=[CH:10][C:9]=1[I:26])=[O:6].N1C=CC=CC=1.[C:36](Cl)(=[O:43])[C:37]1[CH:42]=[CH:41][CH:40]=[CH:39][CH:38]=1.O. (5) Given the product [CH3:28][O:27][CH2:26][CH2:25][C:9]1[C:8]([CH2:6][OH:5])=[C:13]([CH3:14])[N:12]=[C:11]([C:15]2[CH:20]=[CH:19][C:18]([C:21]([F:24])([F:23])[F:22])=[CH:17][CH:16]=2)[N:10]=1, predict the reactants needed to synthesize it. The reactants are: C(=O)=O.C[O:5][C:6]([C:8]1[C:9]([CH2:25][CH2:26][O:27][CH3:28])=[N:10][C:11]([C:15]2[CH:20]=[CH:19][C:18]([C:21]([F:24])([F:23])[F:22])=[CH:17][CH:16]=2)=[N:12][C:13]=1[CH3:14])=O.CC(C[AlH]CC(C)C)C. (6) Given the product [SiH:7]([CH2:15][CH3:16])([CH2:20][CH3:21])[CH2:10][CH3:23].[NH:22]1[CH2:26][CH2:25][CH2:24][CH2:23]1.[CH3:12][CH:13]=[CH:14][CH2:15][CH3:16], predict the reactants needed to synthesize it. The reactants are: [Li+].C[Si]([N-][Si:7]([CH3:10])(C)C)(C)C.Br[CH2:12]/[CH:13]=[CH:14]\[CH2:15][CH3:16].CC=C[CH2:20][CH3:21].[NH:22]1[CH2:26][CH2:25][CH2:24][CH2:23]1.[Li+].[B-](CC)(CC)CC. (7) Given the product [F:21][C:18]1[CH:19]=[CH:20][C:15]([C:3]2[CH:13]=[CH:12][CH:11]=[CH:10][C:4]=2[CH:5]=[N:6][CH:7]([CH3:9])[CH3:8])=[C:16]([CH3:22])[CH:17]=1, predict the reactants needed to synthesize it. The reactants are: CO[C:3]1[CH:13]=[CH:12][CH:11]=[CH:10][C:4]=1[CH:5]=[N:6][CH:7]([CH3:9])[CH3:8].Br[C:15]1[CH:20]=[CH:19][C:18]([F:21])=[CH:17][C:16]=1[CH3:22].[Mg].[NH4+].[Cl-].